From a dataset of Forward reaction prediction with 1.9M reactions from USPTO patents (1976-2016). Predict the product of the given reaction. (1) Given the reactants [Br:1][C:2]1[CH:3]=[C:4]2[C:9](=[CH:10][CH:11]=1)[CH:8]=[C:7]([CH2:12][OH:13])[CH:6]=[CH:5]2.N1C=CN=C1.[Si:19](Cl)([C:22]([CH3:25])([CH3:24])[CH3:23])([CH3:21])[CH3:20], predict the reaction product. The product is: [Br:1][C:2]1[CH:3]=[C:4]2[C:9](=[CH:10][CH:11]=1)[CH:8]=[C:7]([CH2:12][O:13][Si:19]([C:22]([CH3:25])([CH3:24])[CH3:23])([CH3:21])[CH3:20])[CH:6]=[CH:5]2. (2) Given the reactants [N+:1]([C:4]1[CH:5]=[C:6]2[C:11](=[CH:12][CH:13]=1)[N:10]=[C:9]([CH2:14][N:15]1[CH2:20][CH2:19][N:18](C(OC(C)(C)C)=O)[CH2:17][CH2:16]1)[N:8]([C:28]1[CH:33]=[CH:32][CH:31]=[CH:30][CH:29]=1)[C:7]2=[O:34])([O-:3])=[O:2].C(O)(C(F)(F)F)=O.O.C([O-])([O-])=O.[Na+].[Na+], predict the reaction product. The product is: [N+:1]([C:4]1[CH:5]=[C:6]2[C:11](=[CH:12][CH:13]=1)[N:10]=[C:9]([CH2:14][N:15]1[CH2:16][CH2:17][NH:18][CH2:19][CH2:20]1)[N:8]([C:28]1[CH:33]=[CH:32][CH:31]=[CH:30][CH:29]=1)[C:7]2=[O:34])([O-:3])=[O:2]. (3) Given the reactants C[O:2][C:3](=[O:26])[CH2:4][C@H:5]1[C:9]2[CH:10]=[CH:11][C:12]([O:14][C@H:15]3[C:23]4[C:18](=[C:19]([OH:25])[CH:20]=[CH:21][C:22]=4[F:24])[CH2:17][CH2:16]3)=[CH:13][C:8]=2[O:7][CH2:6]1.[F:27][C:28]1[CH:29]=[C:30](B(O)O)[CH:31]=[CH:32][C:33]=1[CH2:34][OH:35], predict the reaction product. The product is: [F:24][C:22]1[CH:21]=[CH:20][C:19]([O:25][C:30]2[CH:31]=[CH:32][C:33]([CH2:34][OH:35])=[C:28]([F:27])[CH:29]=2)=[C:18]2[C:23]=1[C@H:15]([O:14][C:12]1[CH:11]=[CH:10][C:9]3[C@H:5]([CH2:4][C:3]([OH:2])=[O:26])[CH2:6][O:7][C:8]=3[CH:13]=1)[CH2:16][CH2:17]2. (4) Given the reactants [C:1]1(=[O:6])[CH2:5][CH2:4][CH2:3][CH2:2]1.[C:7](=O)([O:11]CC)[O:8][CH2:9][CH3:10].[H-].[Na+], predict the reaction product. The product is: [O:6]=[C:1]1[CH2:5][CH2:4][CH2:3][CH:2]1[C:7]([O:8][CH2:9][CH3:10])=[O:11].